Dataset: Full USPTO retrosynthesis dataset with 1.9M reactions from patents (1976-2016). Task: Predict the reactants needed to synthesize the given product. (1) Given the product [Cl:1][C:2]1[N:7]=[C:6]([C:19]2[CH:18]=[CH:17][CH:16]=[CH:15][C:14]=2[F:13])[N:5]=[C:4]([NH:9][CH2:10][C:34]([CH3:23])([OH:29])[CH3:33])[N:3]=1, predict the reactants needed to synthesize it. The reactants are: [Cl:1][C:2]1[N:7]=[C:6](Cl)[N:5]=[C:4]([NH:9][CH:10](C)C)[N:3]=1.[F:13][C:14]1[CH:15]=[C:16](B(O)O)[CH:17]=[CH:18][CH:19]=1.[C:23]([O-])([O-])=O.[Cs+].[Cs+].[O:29]1[CH2:34][CH2:33]OCC1.O. (2) The reactants are: Br[C:2]1[CH:3]=[CH:4][C:5]2[N:6]([C:15](=[O:17])[CH3:16])[C:7]3[C:12]([C:13]=2[CH:14]=1)=[CH:11][CH:10]=[CH:9][CH:8]=3.[CH3:18][C:19]1([CH3:35])[C:23]([CH3:25])([CH3:24])[O:22][B:21]([B:21]2[O:22][C:23]([CH3:25])([CH3:24])[C:19]([CH3:35])([CH3:18])[O:20]2)[O:20]1.C([O-])(=O)C.[K+]. Given the product [CH3:18][C:19]1([CH3:35])[C:23]([CH3:25])([CH3:24])[O:22][B:21]([C:2]2[CH:3]=[CH:4][C:5]3[N:6]([C:15](=[O:17])[CH3:16])[C:7]4[C:12]([C:13]=3[CH:14]=2)=[CH:11][CH:10]=[CH:9][CH:8]=4)[O:20]1, predict the reactants needed to synthesize it. (3) The reactants are: [CH3:1][CH2:2][O:3][C:4]([C:6]1[CH:11]([C:12]2[CH:13]=[CH:14][CH:15]=[CH:16][C:17]=2[Cl:18])[C:10]([C:19]([O:21][CH3:22])=[O:20])=[C:9]([CH3:23])[NH:8][C:7]=1[CH2:24][O:25][CH2:26][CH2:27][NH2:28])=[O:5].C1C=CC(S(O)(=O)=O)=CC=1.P([O-])([O-])([O-])=O.[Ca+2].[Ca+2]. Given the product [CH3:1][CH2:2][O:3][C:4]([C:6]1[CH:11]([C:12]2[CH:13]=[CH:14][CH:15]=[CH:16][C:17]=2[Cl:18])[C:10]([C:19]([O:21][CH3:22])=[O:20])=[C:9]([CH3:23])[NH:8][C:7]=1[CH2:24][O:25][CH2:26][CH2:27][NH2:28])=[O:5], predict the reactants needed to synthesize it. (4) Given the product [CH2:23]([O:22][C:20]([NH:6][C:5]1[CH:7]=[CH:8][C:2]([Cl:1])=[C:3]([N+:9]([O-:11])=[O:10])[CH:4]=1)=[O:21])[C:24]1[CH:29]=[CH:28][CH:27]=[CH:26][CH:25]=1, predict the reactants needed to synthesize it. The reactants are: [Cl:1][C:2]1[CH:8]=[CH:7][C:5]([NH2:6])=[CH:4][C:3]=1[N+:9]([O-:11])=[O:10].C(N(CC)CC)C.Cl[C:20]([O:22][CH2:23][C:24]1[CH:29]=[CH:28][CH:27]=[CH:26][CH:25]=1)=[O:21]. (5) The reactants are: [Cl:1][C:2]1[C:10]2S[CH2:8][C:7]([CH3:12])([CH3:11])[C:6]=2[C:5]([CH3:13])=[C:4]([C:14]([O:16][CH2:17][CH3:18])=[O:15])[CH:3]=1.C(O)(=O)C.OO.[S:25]([O-:28])([O-])=[O:26].[Na+].[Na+]. Given the product [Cl:1][C:2]1[C:10]2[S:25](=[O:28])(=[O:26])[CH2:11][C:7]([CH3:12])([CH3:8])[C:6]=2[C:5]([CH3:13])=[C:4]([C:14]([O:16][CH2:17][CH3:18])=[O:15])[CH:3]=1, predict the reactants needed to synthesize it. (6) Given the product [C:37]([O:39][CH:40]([N:9]([CH2:10][C:11]1[CH:12]=[CH:13][C:14]([C:15]#[N:16])=[CH:17][CH:18]=1)[CH2:8][CH2:7][CH2:6][CH2:5][N:4]([CH2:1][CH2:2][CH3:3])[CH2:19][CH2:20][CH3:21])[C:41]1[CH:46]=[CH:45][CH:44]=[CH:43][CH:42]=1)(=[O:38])[CH3:36], predict the reactants needed to synthesize it. The reactants are: [CH2:1]([N:4]([CH2:19][CH2:20][CH3:21])[CH2:5][CH2:6][CH2:7][CH2:8][NH:9][CH2:10][C:11]1[CH:18]=[CH:17][C:14]([C:15]#[N:16])=[CH:13][CH:12]=1)[CH2:2][CH3:3].COC1CCCC1.C(=O)([O-])[O-].[K+].[K+].Br[CH2:36][C:37]([O:39][CH2:40][C:41]1[CH:46]=[CH:45][CH:44]=[CH:43][CH:42]=1)=[O:38].